From a dataset of Forward reaction prediction with 1.9M reactions from USPTO patents (1976-2016). Predict the product of the given reaction. (1) Given the reactants C(OC([N:8]1[CH2:13][CH2:12][N:11]([CH2:14][C:15]2[N:16]([CH2:31][CH3:32])[C:17]3[C:22]([N:23]=2)=[C:21]([N:24]2[CH2:29][CH2:28][O:27][CH2:26][CH2:25]2)[N:20]=[C:19]([Cl:30])[N:18]=3)[CH2:10][C@@H:9]1[CH:33]([CH3:35])[CH3:34])=O)(C)(C)C.C(O)(C(F)(F)F)=O, predict the reaction product. The product is: [Cl:30][C:19]1[N:18]=[C:17]2[C:22]([N:23]=[C:15]([CH2:14][N:11]3[CH2:12][CH2:13][NH:8][C@@H:9]([CH:33]([CH3:35])[CH3:34])[CH2:10]3)[N:16]2[CH2:31][CH3:32])=[C:21]([N:24]2[CH2:29][CH2:28][O:27][CH2:26][CH2:25]2)[N:20]=1. (2) Given the reactants [Br:1][C:2]1[CH:3]=[C:4]2[C:12](=[CH:13][CH:14]=1)[NH:11][C:10]1[CH:9]([NH:15][C@H:16]([C:18]3[CH:23]=[CH:22][CH:21]=[CH:20][CH:19]=3)[CH3:17])[CH2:8][CH2:7][CH2:6][C:5]2=1.C(NCC)C.[ClH:29], predict the reaction product. The product is: [ClH:29].[Br:1][C:2]1[CH:3]=[C:4]2[C:12](=[CH:13][CH:14]=1)[NH:11][C:10]1[C@H:9]([NH:15][C@H:16]([C:18]3[CH:23]=[CH:22][CH:21]=[CH:20][CH:19]=3)[CH3:17])[CH2:8][CH2:7][CH2:6][C:5]2=1. (3) Given the reactants [Cl:1][C:2]1[CH:7]=[CH:6][C:5]([O:8][CH3:9])=[C:4](I)[CH:3]=1.[Cl:11][C:12]1[CH:17]=[C:16](B(O)O)[CH:15]=[CH:14][N:13]=1.C(=O)([O-])[O-].[Na+].[Na+].O1CCOCC1, predict the reaction product. The product is: [Cl:11][C:12]1[CH:17]=[C:16]([C:4]2[CH:3]=[C:2]([Cl:1])[CH:7]=[CH:6][C:5]=2[O:8][CH3:9])[CH:15]=[CH:14][N:13]=1. (4) Given the reactants [OH:1][C:2]1[CH:10]=[CH:9][C:5]([C:6]([OH:8])=[O:7])=[CH:4][CH:3]=1.[CH2:11]1N2CN3CN(C2)CN1C3.[OH2:21].[C:22](O)(C(F)(F)F)=[O:23], predict the reaction product. The product is: [CH:11]([C:3]1[CH:4]=[C:5]([CH:9]=[C:10]([CH:22]=[O:23])[C:2]=1[OH:1])[C:6]([OH:8])=[O:7])=[O:21]. (5) Given the reactants [C:1]([O:5][C:6](=[O:39])[N:7]([C:12]1[C:16]2[CH:17]=[C:18]([CH2:21][O:22][C:23]3[CH:28]=[CH:27][C:26]([C:29]4[CH:34]=[C:33]([F:35])[C:32]([F:36])=[CH:31][C:30]=4[O:37][CH3:38])=[CH:25][CH:24]=3)[CH:19]=[CH:20][C:15]=2[O:14][N:13]=1)[CH2:8]COC)([CH3:4])([CH3:3])[CH3:2].C(OC(=O)NC1C2C=CC=C(COC3C=CC(C4C=C(F)C(F)=CC=4OC)=CC=3)C=2ON=1)(C)(C)C.CI, predict the reaction product. The product is: [C:1]([O:5][C:6](=[O:39])[N:7]([C:12]1[C:16]2[CH:15]=[CH:20][CH:19]=[C:18]([CH2:21][O:22][C:23]3[CH:28]=[CH:27][C:26]([C:29]4[CH:34]=[C:33]([F:35])[C:32]([F:36])=[CH:31][C:30]=4[O:37][CH3:38])=[CH:25][CH:24]=3)[C:17]=2[O:14][N:13]=1)[CH3:8])([CH3:4])([CH3:3])[CH3:2]. (6) Given the reactants [F:1][C@H:2]1[CH2:19][C@@:17]2([CH3:18])[C@@H:13]([CH2:14][CH2:15][C:16]2=[O:20])[C@H:12]2[C@H:3]1[C:4]1[CH:5]=[CH:6][C:7]([OH:54])=[CH:8][C:9]=1[CH2:10][C@H:11]2[CH2:21][CH2:22][CH2:23][CH2:24][CH2:25][N:26]([CH2:28][CH:29]=[C:30]([F:53])[C:31]([F:52])([F:51])[C:32]([F:50])([F:49])[C:33]([F:48])([F:47])[C:34]([F:46])([F:45])[C:35]([F:44])([F:43])[C:36]([F:42])([F:41])[C:37]([F:40])([F:39])[F:38])[CH3:27].[BH4-].[Na+], predict the reaction product. The product is: [F:1][C@H:2]1[CH2:19][C@@:17]2([CH3:18])[C@@H:13]([CH2:14][CH2:15][CH:16]2[OH:20])[C@H:12]2[C@H:3]1[C:4]1[CH:5]=[CH:6][C:7]([OH:54])=[CH:8][C:9]=1[CH2:10][C@H:11]2[CH2:21][CH2:22][CH2:23][CH2:24][CH2:25][N:26]([CH2:28][CH:29]=[C:30]([F:53])[C:31]([F:51])([F:52])[C:32]([F:49])([F:50])[C:33]([F:47])([F:48])[C:34]([F:45])([F:46])[C:35]([F:43])([F:44])[C:36]([F:41])([F:42])[C:37]([F:38])([F:39])[F:40])[CH3:27].